From a dataset of Peptide-MHC class II binding affinity with 134,281 pairs from IEDB. Regression. Given a peptide amino acid sequence and an MHC pseudo amino acid sequence, predict their binding affinity value. This is MHC class II binding data. (1) The peptide sequence is MGSLEMVPMGAGPPSPGGDP. The MHC is DRB1_1101 with pseudo-sequence DRB1_1101. The binding affinity (normalized) is 0.228. (2) The peptide sequence is LYKYKVVKIEPLGVAPTKAK. The MHC is DRB3_0202 with pseudo-sequence DRB3_0202. The binding affinity (normalized) is 0.426.